Dataset: Catalyst prediction with 721,799 reactions and 888 catalyst types from USPTO. Task: Predict which catalyst facilitates the given reaction. (1) The catalyst class is: 70. Reactant: Cl[C:2]1[C:7]([C:8]([O:10][CH3:11])=[O:9])=[CH:6][N:5]=[CH:4][CH:3]=1.[Cl:12][C:13]1[CH:18]=[CH:17][C:16](B(O)O)=[C:15]([F:22])[CH:14]=1.C(=O)([O-])[O-].[Cs+].[Cs+]. Product: [Cl:12][C:13]1[CH:18]=[CH:17][C:16]([C:2]2[C:7]([C:8]([O:10][CH3:11])=[O:9])=[CH:6][N:5]=[CH:4][CH:3]=2)=[C:15]([F:22])[CH:14]=1. (2) Reactant: [CH3:1][CH:2]1[CH2:7][CH2:6][NH:5][CH2:4][CH2:3]1.C(N(CC)CC)C.[Cl:15][C:16]1[C:21]([C:22]2[C:27]([F:28])=[CH:26][CH:25]=[CH:24][C:23]=2[Cl:29])=[C:20](Cl)[N:19]2[N:31]=[N:32][N:33]=[C:18]2[N:17]=1. Product: [Cl:15][C:16]1[C:21]([C:22]2[C:27]([F:28])=[CH:26][CH:25]=[CH:24][C:23]=2[Cl:29])=[C:20]([N:5]2[CH2:6][CH2:7][CH:2]([CH3:1])[CH2:3][CH2:4]2)[N:19]2[N:31]=[N:32][N:33]=[C:18]2[N:17]=1. The catalyst class is: 4. (3) Reactant: [Br:1][C:2]1[CH:9]=[CH:8][C:7]([C:10]([F:13])([F:12])[F:11])=[CH:6][C:3]=1[CH:4]=[O:5].[BH4-].[Na+]. Product: [Br:1][C:2]1[CH:9]=[CH:8][C:7]([C:10]([F:12])([F:13])[F:11])=[CH:6][C:3]=1[CH2:4][OH:5]. The catalyst class is: 1. (4) Reactant: [CH3:1][N:2]([CH3:18])[CH2:3][CH2:4][N:5]1[C:14]2[C:9](=[CH:10][CH:11]=[C:12]([N+:15]([O-])=O)[CH:13]=2)[CH2:8][CH2:7][CH2:6]1. Product: [CH3:1][N:2]([CH3:18])[CH2:3][CH2:4][N:5]1[C:14]2[C:9](=[CH:10][CH:11]=[C:12]([NH2:15])[CH:13]=2)[CH2:8][CH2:7][CH2:6]1. The catalyst class is: 29.